From a dataset of Catalyst prediction with 721,799 reactions and 888 catalyst types from USPTO. Predict which catalyst facilitates the given reaction. Reactant: [NH2:1][CH2:2][CH:3]1[CH2:8][CH2:7][CH2:6][CH:5]([CH2:9][NH2:10])[CH2:4]1.[C:11](=[O:16])([O:14][CH3:15])OC. Product: [CH3:15][O:14][C:11]([NH:1][CH2:2][CH:3]1[CH2:8][CH2:7][CH2:6][CH:5]([CH2:9][NH:10][C:11]([O:14][CH3:15])=[O:16])[CH2:4]1)=[O:16]. The catalyst class is: 11.